From a dataset of Forward reaction prediction with 1.9M reactions from USPTO patents (1976-2016). Predict the product of the given reaction. (1) Given the reactants [CH3:1][C:2]1[CH:7]=[C:6]([CH3:8])[N:5]=[C:4](OS(C(F)(F)F)(=O)=O)[CH:3]=1.[N+:17]([C:20]1[CH:25]=[CH:24][C:23]([NH:26][CH2:27][CH2:28][NH2:29])=[CH:22][CH:21]=1)([O-:19])=[O:18], predict the reaction product. The product is: [CH3:1][C:2]1[CH:7]=[C:6]([CH3:8])[N:5]=[C:4]([NH:29][CH2:28][CH2:27][NH:26][C:23]2[CH:22]=[CH:21][C:20]([N+:17]([O-:19])=[O:18])=[CH:25][CH:24]=2)[CH:3]=1. (2) Given the reactants F[C:2](F)(F)[C:3](O)=O.C(O[C:13](=[O:32])[NH:14][CH:15]([C:24]1[CH:25]=[N:26][C:27]([O:30][CH3:31])=[CH:28][CH:29]=1)[C:16](=[O:23])[C:17]1[CH:18]=[N:19][CH:20]=[CH:21][CH:22]=1)(C)(C)C.[C:33](=[O:36])([O-])[OH:34].[Na+].C(Cl)(Cl)Cl, predict the reaction product. The product is: [CH2:2]([O:34][C:33](=[O:36])[C:13]([NH:14][CH:15]([C:24]1[CH:25]=[N:26][C:27]([O:30][CH3:31])=[CH:28][CH:29]=1)[C:16](=[O:23])[C:17]1[CH:18]=[N:19][CH:20]=[CH:21][CH:22]=1)=[O:32])[CH3:3]. (3) Given the reactants [H-].[Na+].[CH2:3]([O:10][C:11](=[O:19])[C:12]1[CH:17]=[CH:16][C:15]([OH:18])=[CH:14][CH:13]=1)[C:4]1[CH:9]=[CH:8][CH:7]=[CH:6][CH:5]=1.[C:20]([O:24][C:25](=[O:30])[C:26](Br)([CH3:28])[CH3:27])([CH3:23])([CH3:22])[CH3:21], predict the reaction product. The product is: [CH2:3]([O:10][C:11](=[O:19])[C:12]1[CH:13]=[CH:14][C:15]([O:18][C:26]([C:25]([O:24][C:20]([CH3:23])([CH3:22])[CH3:21])=[O:30])([CH3:28])[CH3:27])=[CH:16][CH:17]=1)[C:4]1[CH:5]=[CH:6][CH:7]=[CH:8][CH:9]=1. (4) Given the reactants [NH2:1][C:2]1[CH:3]=[C:4]([CH:8]2[C:17]([CH3:19])([CH3:18])[CH2:16][C:15]3[C:10](=[CH:11][CH:12]=[C:13]([C:20]([O-:22])=[O:21])[CH:14]=3)[NH:9]2)[CH:5]=[CH:6][CH:7]=1.[CH:23]1([C:26]([OH:28])=O)[CH2:25][CH2:24]1.[CH:29](N(CC)C(C)C)(C)C.P(Cl)(Cl)(Cl)=O, predict the reaction product. The product is: [CH:23]1([C:26]([NH:1][C:2]2[CH:3]=[C:4]([CH:8]3[C:17]([CH3:18])([CH3:19])[CH2:16][C:15]4[C:10](=[CH:11][CH:12]=[C:13]([C:20]([O:22][CH3:29])=[O:21])[CH:14]=4)[NH:9]3)[CH:5]=[CH:6][CH:7]=2)=[O:28])[CH2:25][CH2:24]1. (5) Given the reactants [F:1][C:2]1[CH:7]=[C:6]([F:8])[CH:5]=[CH:4][C:3]=1[C:9]([OH:30])([CH2:24][N:25]1[CH:29]=[N:28][N:27]=[N:26]1)[C:10]([C:13]1[N:18]=[CH:17][C:16](/[CH:19]=[CH:20]/[CH:21]([OH:23])[CH3:22])=[CH:15][CH:14]=1)([F:12])[F:11], predict the reaction product. The product is: [F:1][C:2]1[CH:7]=[C:6]([F:8])[CH:5]=[CH:4][C:3]=1[C:9]([OH:30])([CH2:24][N:25]1[CH:29]=[N:28][N:27]=[N:26]1)[C:10]([C:13]1[N:18]=[CH:17][C:16]([CH2:19][CH2:20][CH:21]([OH:23])[CH3:22])=[CH:15][CH:14]=1)([F:12])[F:11].